Dataset: Catalyst prediction with 721,799 reactions and 888 catalyst types from USPTO. Task: Predict which catalyst facilitates the given reaction. (1) Reactant: [C:1]([CH2:3][CH2:4][NH:5][C:6](=O)[CH2:7][O:8][C:9]([CH2:16][CH3:17])([CH2:14][CH3:15])[C:10]([O:12][CH3:13])=[O:11])#[N:2].[N-:19]=[N+:20]=[N-:21].[Na+].FC(F)(F)S(OS(C(F)(F)F)(=O)=O)(=O)=O.C(=O)(O)[O-].[Na+]. Product: [C:1]([CH2:3][CH2:4][N:5]1[C:6]([CH2:7][O:8][C:9]([CH2:16][CH3:17])([CH2:14][CH3:15])[C:10]([O:12][CH3:13])=[O:11])=[N:21][N:20]=[N:19]1)#[N:2]. The catalyst class is: 10. (2) The catalyst class is: 10. Reactant: [Cl:1][C:2]1[CH:7]=[CH:6][N:5]([C:8]2[C:15]([F:16])=[CH:14][CH:13]=[CH:12][C:9]=2[C:10]#[N:11])[C:4](=[O:17])[C:3]=1[CH:18]=[N:19]O.S(Cl)(Cl)=O. Product: [Cl:1][C:2]1[CH:7]=[CH:6][N:5]([C:8]2[C:15]([F:16])=[CH:14][CH:13]=[CH:12][C:9]=2[C:10]#[N:11])[C:4](=[O:17])[C:3]=1[C:18]#[N:19]. (3) Reactant: [NH2:1][C:2]1[CH:7]=[CH:6][CH:5]=[CH:4][C:3]=1[OH:8].F[C:10]1[CH:17]=[CH:16][CH:15]=[CH:14][C:11]=1[CH:12]=O.C([O-])([O-])=O.[K+].[K+].O. Product: [CH:10]1[C:11]2[CH:12]=[N:1][C:2]3[CH:7]=[CH:6][CH:5]=[CH:4][C:3]=3[O:8][C:14]=2[CH:15]=[CH:16][CH:17]=1. The catalyst class is: 3. (4) Reactant: Br[C:2]1[CH:7]=[CH:6][C:5]([C:8]([CH3:12])([CH3:11])[CH2:9][OH:10])=[CH:4][CH:3]=1.[CH3:13][C:14]1([CH3:28])[CH2:19][O:18][B:17]([B:17]2[O:18][CH2:19][C:14]([CH3:28])([CH3:13])[CH2:15][O:16]2)[O:16][CH2:15]1.CC([O-])=O.[K+]. Product: [CH3:13][C:14]1([CH3:28])[CH2:19][O:18][B:17]([C:2]2[CH:7]=[CH:6][C:5]([C:8]([CH3:12])([CH3:11])[CH2:9][OH:10])=[CH:4][CH:3]=2)[O:16][CH2:15]1. The catalyst class is: 450. (5) Reactant: CC(O)C.CCN(C(C)C)C(C)C.Cl.[NH2:15][C@@H:16]([C:19]1[CH:24]=[CH:23][CH:22]=[CH:21][C:20]=1[F:25])[CH2:17][OH:18].[Cl:26][C:27]1[N:32]=[C:31](Cl)[C:30]([Cl:34])=[CH:29][N:28]=1. The catalyst class is: 6. Product: [Cl:26][C:27]1[N:32]=[C:31]([NH:15][C@@H:16]([C:19]2[CH:24]=[CH:23][CH:22]=[CH:21][C:20]=2[F:25])[CH2:17][OH:18])[C:30]([Cl:34])=[CH:29][N:28]=1. (6) Reactant: FC(F)(F)C(O)=O.[CH3:8][NH:9][CH2:10][CH2:11][NH:12][C:13]([C:15]1[C:16]([C:26]([F:29])([F:28])[F:27])=[N:17][N:18]([C:20]2[CH:25]=[CH:24][CH:23]=[CH:22][CH:21]=2)[CH:19]=1)=[O:14].[CH2:30]([O:32][C:33]1[CH:41]=[CH:40][C:36]([C:37](Cl)=[O:38])=[CH:35][CH:34]=1)[CH3:31]. Product: [CH2:30]([O:32][C:33]1[CH:41]=[CH:40][C:36]([C:37]([N:9]([CH2:10][CH2:11][NH:12][C:13]([C:15]2[C:16]([C:26]([F:29])([F:28])[F:27])=[N:17][N:18]([C:20]3[CH:21]=[CH:22][CH:23]=[CH:24][CH:25]=3)[CH:19]=2)=[O:14])[CH3:8])=[O:38])=[CH:35][CH:34]=1)[CH3:31]. The catalyst class is: 754. (7) Product: [F:16][C:15]1[C:7]([B:27]2[O:28][C:29]([CH3:31])([CH3:30])[C:25]([CH3:41])([CH3:24])[O:26]2)=[CH:8][C:9]2[O:13][CH2:12][CH2:11][C:10]=2[CH:14]=1. Reactant: FC(F)(F)S(O[C:7]1[C:15]([F:16])=[CH:14][C:10]2[CH2:11][CH2:12][O:13][C:9]=2[CH:8]=1)(=O)=O.C([O-])(=O)C.[K+].[CH3:24][C:25]1([CH3:41])[C:29]([CH3:31])([CH3:30])[O:28][B:27]([B:27]2[O:28][C:29]([CH3:31])([CH3:30])[C:25]([CH3:41])([CH3:24])[O:26]2)[O:26]1.C(Cl)Cl. The catalyst class is: 3.